Regression/Classification. Given a drug SMILES string, predict its absorption, distribution, metabolism, or excretion properties. Task type varies by dataset: regression for continuous measurements (e.g., permeability, clearance, half-life) or binary classification for categorical outcomes (e.g., BBB penetration, CYP inhibition). Dataset: hlm. From a dataset of Human liver microsome stability data. (1) The drug is CC(C)CCn1c(=O)c(C2=NS(=O)(=O)c3cc(N(C)S(C)(=O)=O)ccc3N2)c(O)c2cccn21. The result is 0 (unstable in human liver microsomes). (2) The compound is CCCOc1ccccc1CC(c1ccccc1)N1CCNCC1. The result is 0 (unstable in human liver microsomes).